This data is from Peptide-MHC class I binding affinity with 185,985 pairs from IEDB/IMGT. The task is: Regression. Given a peptide amino acid sequence and an MHC pseudo amino acid sequence, predict their binding affinity value. This is MHC class I binding data. The peptide sequence is VFYLYSLL. The MHC is H-2-Db with pseudo-sequence H-2-Db. The binding affinity (normalized) is 0.277.